Dataset: Catalyst prediction with 721,799 reactions and 888 catalyst types from USPTO. Task: Predict which catalyst facilitates the given reaction. Reactant: [C:1]([O:5][C:6]([N:8]1[CH2:12][C@H:11]([S:13][CH2:14][C:15]2[CH:20]=[CH:19][C:18]([O:21][CH3:22])=[CH:17][CH:16]=2)[CH2:10][C@H:9]1[C:23](=[O:28])N(OC)C)=[O:7])([CH3:4])([CH3:3])[CH3:2].[O-]S([O-])(=O)=O.[Mg+2].OS([O-])(=O)=O.[K+]. Product: [C:1]([O:5][C:6]([N:8]1[CH2:12][C@H:11]([S:13][CH2:14][C:15]2[CH:20]=[CH:19][C:18]([O:21][CH3:22])=[CH:17][CH:16]=2)[CH2:10][C@H:9]1[CH:23]=[O:28])=[O:7])([CH3:4])([CH3:3])[CH3:2]. The catalyst class is: 1.